From a dataset of NCI-60 drug combinations with 297,098 pairs across 59 cell lines. Regression. Given two drug SMILES strings and cell line genomic features, predict the synergy score measuring deviation from expected non-interaction effect. (1) Drug 1: CC1=C(C=C(C=C1)C(=O)NC2=CC(=CC(=C2)C(F)(F)F)N3C=C(N=C3)C)NC4=NC=CC(=N4)C5=CN=CC=C5. Drug 2: CC1CCC2CC(C(=CC=CC=CC(CC(C(=O)C(C(C(=CC(C(=O)CC(OC(=O)C3CCCCN3C(=O)C(=O)C1(O2)O)C(C)CC4CCC(C(C4)OC)O)C)C)O)OC)C)C)C)OC. Cell line: HCT-15. Synergy scores: CSS=4.37, Synergy_ZIP=-4.09, Synergy_Bliss=-0.719, Synergy_Loewe=-13.5, Synergy_HSA=-2.96. (2) Drug 1: C1CCC(C1)C(CC#N)N2C=C(C=N2)C3=C4C=CNC4=NC=N3. Drug 2: C1=C(C(=O)NC(=O)N1)F. Cell line: SF-268. Synergy scores: CSS=24.7, Synergy_ZIP=1.87, Synergy_Bliss=2.21, Synergy_Loewe=-4.37, Synergy_HSA=-1.40. (3) Drug 2: C1CN(CCN1C(=O)CCBr)C(=O)CCBr. Drug 1: C1=C(C(=O)NC(=O)N1)N(CCCl)CCCl. Cell line: MOLT-4. Synergy scores: CSS=93.6, Synergy_ZIP=5.81, Synergy_Bliss=5.27, Synergy_Loewe=5.45, Synergy_HSA=8.21. (4) Drug 1: CC1OCC2C(O1)C(C(C(O2)OC3C4COC(=O)C4C(C5=CC6=C(C=C35)OCO6)C7=CC(=C(C(=C7)OC)O)OC)O)O. Drug 2: C1CN1P(=S)(N2CC2)N3CC3. Cell line: PC-3. Synergy scores: CSS=23.0, Synergy_ZIP=-6.03, Synergy_Bliss=-2.10, Synergy_Loewe=0.262, Synergy_HSA=0.866. (5) Drug 1: CC1=C(C=C(C=C1)NC(=O)C2=CC=C(C=C2)CN3CCN(CC3)C)NC4=NC=CC(=N4)C5=CN=CC=C5. Drug 2: CN1C2=C(C=C(C=C2)N(CCCl)CCCl)N=C1CCCC(=O)O.Cl. Cell line: MOLT-4. Synergy scores: CSS=-5.49, Synergy_ZIP=4.26, Synergy_Bliss=-0.457, Synergy_Loewe=-7.36, Synergy_HSA=-7.71. (6) Drug 1: CN(C)C1=NC(=NC(=N1)N(C)C)N(C)C. Drug 2: C1C(C(OC1N2C=C(C(=O)NC2=O)F)CO)O. Cell line: SK-OV-3. Synergy scores: CSS=50.2, Synergy_ZIP=13.3, Synergy_Bliss=11.9, Synergy_Loewe=-2.09, Synergy_HSA=11.3. (7) Drug 1: CC12CCC(CC1=CCC3C2CCC4(C3CC=C4C5=CN=CC=C5)C)O. Drug 2: C1=CN(C(=O)N=C1N)C2C(C(C(O2)CO)O)O.Cl. Cell line: PC-3. Synergy scores: CSS=23.3, Synergy_ZIP=-6.45, Synergy_Bliss=-4.54, Synergy_Loewe=-18.7, Synergy_HSA=-2.67.